From a dataset of CYP2C9 inhibition data for predicting drug metabolism from PubChem BioAssay. Regression/Classification. Given a drug SMILES string, predict its absorption, distribution, metabolism, or excretion properties. Task type varies by dataset: regression for continuous measurements (e.g., permeability, clearance, half-life) or binary classification for categorical outcomes (e.g., BBB penetration, CYP inhibition). Dataset: cyp2c9_veith. (1) The compound is C[C@H](Oc1ccc(Oc2cnc3ccc(Cl)cc3n2)cc1)C(=O)O.[Na]. The result is 0 (non-inhibitor). (2) The molecule is O=C(Nc1cccc(F)c1)N1CCC2(CC1)CCN(C(=O)c1cnccn1)CC2. The result is 0 (non-inhibitor).